From a dataset of Catalyst prediction with 721,799 reactions and 888 catalyst types from USPTO. Predict which catalyst facilitates the given reaction. (1) Reactant: [Cl:1][CH2:2][C:3]1[CH:4]=[C:5]([CH:9]=[CH:10][CH:11]=1)[C:6](Cl)=[O:7].[NH:12]1[CH2:17][CH2:16][CH2:15][CH2:14][CH2:13]1.O. Product: [Cl:1][CH2:2][C:3]1[CH:4]=[C:5]([CH:9]=[CH:10][CH:11]=1)[C:6]([N:12]1[CH2:17][CH2:16][CH2:15][CH2:14][CH2:13]1)=[O:7]. The catalyst class is: 66. (2) Product: [N:1]1([C:7]2[CH:8]=[C:9]([NH2:13])[CH:10]=[CH:11][CH:12]=2)[CH2:2][CH2:3][O:4][CH2:5][CH2:6]1. The catalyst class is: 364. Reactant: [N:1]1([C:7]2[CH:8]=[C:9]([N+:13]([O-])=O)[CH:10]=[CH:11][CH:12]=2)[CH2:6][CH2:5][O:4][CH2:3][CH2:2]1. (3) Reactant: O[C:2]1[CH:7]=[C:6]([N:8]2[CH2:13][CH2:12][N:11]([CH3:14])[CH2:10][CH2:9]2)[CH:5]=[CH:4][C:3]=1[C:15](=[O:17])[CH3:16].CC([N:21](C)C)=O.BrC(C)(C)C(N)=O.[OH-].[Na+]. Product: [NH2:21][C:2]1[CH:7]=[C:6]([N:8]2[CH2:13][CH2:12][N:11]([CH3:14])[CH2:10][CH2:9]2)[CH:5]=[CH:4][C:3]=1[C:15](=[O:17])[CH3:16]. The catalyst class is: 6. (4) Reactant: [OH:1][C:2]1[CH:7]=[C:6]([OH:8])[CH:5]=[CH:4][C:3]=1[C:9](=[O:20])[CH2:10][C:11]1[CH:19]=[CH:18][C:14]([C:15]([NH2:17])=O)=[CH:13][CH:12]=1.C(N(CC)CC)C.[C:28](O[C:28]([C:30]([F:33])([F:32])[F:31])=O)([C:30]([F:33])([F:32])[F:31])=O. Product: [OH:8][C:6]1[CH:7]=[C:2]2[C:3]([C:9](=[O:20])[C:10]([C:11]3[CH:19]=[CH:18][C:14]([C:15]#[N:17])=[CH:13][CH:12]=3)=[C:28]([C:30]([F:33])([F:32])[F:31])[O:1]2)=[CH:4][CH:5]=1. The catalyst class is: 2. (5) Reactant: [BrH:1].[CH3:2][C:3]1[N:8]=[C:7]([O:9]C)[C:6]([N+:11]([O-:13])=[O:12])=[C:5](Cl)[N:4]=1. Product: [Br:1][C:5]1[N:4]=[C:3]([CH3:2])[NH:8][C:7](=[O:9])[C:6]=1[N+:11]([O-:13])=[O:12]. The catalyst class is: 15. (6) Reactant: [NH2:1][C:2]1[N:6]([CH:7]2[CH2:11][CH2:10][CH2:9][CH2:8]2)[N:5]=[C:4]([CH2:12][CH3:13])[C:3]=1[C:14]([OH:16])=[O:15].CN(C(O[N:25]1[N:33]=[N:32][C:27]2[CH:28]=[CH:29][CH:30]=[N:31][C:26]1=2)=[N+](C)C)C.F[P-](F)(F)(F)(F)F.C1C=NC2N(O)N=NC=2C=1.CCN(C(C)C)C(C)C. Product: [CH:7]1([N:6]2[C:2]([NH2:1])=[C:3]([C:14]([O:16][N:25]3[C:26]4=[N:31][CH:30]=[CH:29][CH:28]=[C:27]4[N:32]=[N:33]3)=[O:15])[C:4]([CH2:12][CH3:13])=[N:5]2)[CH2:11][CH2:10][CH2:9][CH2:8]1. The catalyst class is: 4. (7) Reactant: C1(O[C:8](=[O:19])[NH:9][C:10]2[S:11][C:12]([CH:15]3[CH2:18][CH2:17][CH2:16]3)=[CH:13][N:14]=2)C=CC=CC=1.[NH2:20][C:21]1[CH:22]=[C:23]2[C:28](=[CH:29][CH:30]=1)[N:27]=[C:26]([CH3:31])[CH:25]=[CH:24]2. Product: [CH:15]1([C:12]2[S:11][C:10]([NH:9][C:8]([NH:20][C:21]3[CH:22]=[C:23]4[C:28](=[CH:29][CH:30]=3)[N:27]=[C:26]([CH3:31])[CH:25]=[CH:24]4)=[O:19])=[N:14][CH:13]=2)[CH2:16][CH2:17][CH2:18]1. The catalyst class is: 12. (8) Reactant: Cl[C:2]1[CH:11]=[C:10]2[C:5]([CH:6]=[C:7]([C:14]3[CH:15]=[C:16]([NH:21][C:22](=[O:33])[C:23]4[CH:28]=[CH:27][CH:26]=[C:25]([C:29]([F:32])([F:31])[F:30])[CH:24]=4)[CH:17]=[CH:18][C:19]=3[CH3:20])[C:8](=[O:13])[N:9]2[CH3:12])=[CH:4][N:3]=1.[NH2:34][CH2:35][C:36]1[CH:37]=[N:38][CH:39]=[CH:40][CH:41]=1.[Cl-].C(C1C=CC=C(CCC)C=1[N+]1C=CN(C2C(CCC)=CC=CC=2CCC)C=1)CC. Product: [CH3:20][C:19]1[CH:18]=[CH:17][C:16]([NH:21][C:22](=[O:33])[C:23]2[CH:28]=[CH:27][CH:26]=[C:25]([C:29]([F:30])([F:32])[F:31])[CH:24]=2)=[CH:15][C:14]=1[C:7]1[C:8](=[O:13])[N:9]([CH3:12])[C:10]2[C:5]([CH:6]=1)=[CH:4][N:3]=[C:2]([NH:34][CH2:35][C:36]1[CH:37]=[N:38][CH:39]=[CH:40][CH:41]=1)[CH:11]=2. The catalyst class is: 12.